Predict the product of the given reaction. From a dataset of Forward reaction prediction with 1.9M reactions from USPTO patents (1976-2016). (1) Given the reactants [Br:1][C:2]1[CH:3]=[C:4]([CH2:8][C:9]([NH:11][NH2:12])=[O:10])[CH:5]=[CH:6][CH:7]=1.[CH3:13][C:14](C)(C)C([O-])([O-])[O-], predict the reaction product. The product is: [Br:1][C:2]1[CH:3]=[C:4]([CH:5]=[CH:6][CH:7]=1)[CH2:8][C:9]1[O:10][C:13]([CH3:14])=[N:12][N:11]=1. (2) The product is: [CH3:1][C:2]1[C:10]2[C:5](=[CH:6][CH:7]=[C:8]([B:11]3[O:13][C:17]([CH3:20])([CH3:18])[C:15]([CH3:16])([CH3:14])[O:12]3)[CH:9]=2)[NH:4][N:3]=1. Given the reactants [CH3:1][C:2]1[C:10]2[C:5](=[CH:6][CH:7]=[C:8]([B:11]([OH:13])[OH:12])[CH:9]=2)[NH:4][N:3]=1.[CH3:14][C:15](O)([C:17]([CH3:20])(O)[CH3:18])[CH3:16].Cl.O1CCOCC1.S([O-])([O-])(=O)=O.[Mg+2], predict the reaction product. (3) The product is: [Cl:8][C:9]1[CH:14]=[C:13]([Cl:15])[CH:12]=[CH:11][C:10]=1[N:16]1[C:24]2[CH2:23][CH2:22][N:21]([N:25]3[CH2:26][CH2:27][CH2:28][CH2:29][CH2:30]3)[C:20](=[O:31])[C:19]=2[C:18]([CH3:32])=[C:17]1[C:33]1[CH:34]=[CH:35][C:36]([CH2:37][N:5]2[CH2:6][C:3]([F:7])([F:2])[CH2:4]2)=[CH:39][CH:40]=1. Given the reactants Cl.[F:2][C:3]1([F:7])[CH2:6][NH:5][CH2:4]1.[Cl:8][C:9]1[CH:14]=[C:13]([Cl:15])[CH:12]=[CH:11][C:10]=1[N:16]1[C:24]2[CH2:23][CH2:22][N:21]([N:25]3[CH2:30][CH2:29][CH2:28][CH2:27][CH2:26]3)[C:20](=[O:31])[C:19]=2[C:18]([CH3:32])=[C:17]1[C:33]1[CH:40]=[CH:39][C:36]([CH:37]=O)=[CH:35][CH:34]=1.C(O[BH-](OC(=O)C)OC(=O)C)(=O)C.[Na+].O, predict the reaction product. (4) Given the reactants CS(O[CH2:6][CH2:7][O:8][C:9]1[CH:14]=[C:13]([F:15])[C:12]([CH2:16][S:17][C:18]2[N:19]([C:35]3[CH:40]=[CH:39][C:38]([F:41])=[CH:37][CH:36]=3)[C:20]([C:23]([C:26]3[CH:31]=[CH:30][C:29]([Cl:32])=[C:28]([O:33][CH3:34])[CH:27]=3)([CH3:25])[CH3:24])=[CH:21][N:22]=2)=[C:11]([F:42])[CH:10]=1)(=O)=O.[CH3:43][NH:44][CH3:45].C(NC(C)C)(C)C.CN(C=O)C, predict the reaction product. The product is: [Cl:32][C:29]1[CH:30]=[CH:31][C:26]([C:23]([C:20]2[N:19]([C:35]3[CH:36]=[CH:37][C:38]([F:41])=[CH:39][CH:40]=3)[C:18]([S:17][CH2:16][C:12]3[C:13]([F:15])=[CH:14][C:9]([O:8][CH2:7][CH2:6][N:44]([CH3:45])[CH3:43])=[CH:10][C:11]=3[F:42])=[N:22][CH:21]=2)([CH3:25])[CH3:24])=[CH:27][C:28]=1[O:33][CH3:34]. (5) Given the reactants [Li].[CH3:2][C:3]1([C:8]2[CH:13]=[CH:12][C:11]([NH2:14])=[CH:10][C:9]=2[F:15])[CH2:6][NH:5][C:4]1=O, predict the reaction product. The product is: [NH2:14][C:11]1[CH:12]=[CH:13][C:8]([C:3]2([CH3:2])[CH2:4][NH:5][CH2:6]2)=[C:9]([F:15])[CH:10]=1. (6) Given the reactants [CH3:1][C:2]1[CH:3]=CC(S(O)(=O)=O)=[CH:6][CH:7]=1.[C:12]1(=[O:17])[CH2:16][CH2:15][CH2:14][CH2:13]1.CC(CCO)=C, predict the reaction product. The product is: [CH3:1][C:2]1[CH2:3][C:12]2([CH2:16][CH2:15][CH2:14][CH2:13]2)[O:17][CH2:6][CH:7]=1. (7) Given the reactants [Cl:1][C:2]1[N:11]=[CH:10][CH:9]=[C:8]2[C:3]=1[CH:4]=[C:5]([C:26]1[CH:31]=[CH:30][CH:29]=[CH:28][CH:27]=1)[C:6]([C:12]1[CH:17]=[CH:16][C:15](/[CH:18]=[N:19]/[S:20]([C:22]([CH3:25])([CH3:24])[CH3:23])=[O:21])=[CH:14][CH:13]=1)=[N:7]2.[CH3:32][Mg]Br, predict the reaction product. The product is: [Cl:1][C:2]1[N:11]=[CH:10][CH:9]=[C:8]2[C:3]=1[CH:4]=[C:5]([C:26]1[CH:27]=[CH:28][CH:29]=[CH:30][CH:31]=1)[C:6]([C:12]1[CH:17]=[CH:16][C:15]([C@H:18]([NH:19][S:20]([C:22]([CH3:25])([CH3:24])[CH3:23])=[O:21])[CH3:32])=[CH:14][CH:13]=1)=[N:7]2. (8) Given the reactants Br[C:2]1[C:3](=[O:21])[N:4]([C:9]2[CH:10]=[C:11]([CH:16]=[C:17]([F:20])[C:18]=2[CH3:19])[C:12]([O:14]C)=O)[CH:5]=[C:6]([Br:8])[N:7]=1.FC(F)(F)C(O)=O.[NH2:29][C:30]1([C:33]2[CH:53]=[CH:52][CH:51]=[CH:50][C:34]=2[O:35][CH2:36][CH2:37][N:38]([CH3:49])[C:39](=[O:48])[O:40][CH2:41][C:42]2[CH:47]=[CH:46][CH:45]=[CH:44][CH:43]=2)[CH2:32][CH2:31]1.C([N:57](CC)[CH:58]([CH3:60])[CH3:59])(C)C.C(OC(CNCCOC1C=CC=CC=1C1(NC2C(=O)N(C3C=C(C=C(F)C=3C)C(OC)=O)C=C(Br)N=2)CC1)=O)C1C=CC=CC=1.C1(N)CC1.C[O-].[Na+], predict the reaction product. The product is: [Br:8][C:6]1[N:7]=[C:2]([NH:29][C:30]2([C:33]3[CH:53]=[CH:52][CH:51]=[CH:50][C:34]=3[O:35][CH2:36][CH2:37][N:38]([CH3:49])[C:39](=[O:48])[O:40][CH2:41][C:42]3[CH:47]=[CH:46][CH:45]=[CH:44][CH:43]=3)[CH2:32][CH2:31]2)[C:3](=[O:21])[N:4]([C:9]2[CH:10]=[C:11]([C:12](=[O:14])[NH:57][CH:58]3[CH2:60][CH2:59]3)[CH:16]=[C:17]([F:20])[C:18]=2[CH3:19])[CH:5]=1. (9) Given the reactants [NH:1]1[CH2:6][CH2:5][O:4][CH2:3][CH2:2]1.[CH3:7][O:8][C:9]([C:11]1[CH:12]=[CH:13][C:14]([C:17](O)=[O:18])=[N:15][CH:16]=1)=[O:10], predict the reaction product. The product is: [N:1]1([C:17]([C:14]2[CH:13]=[CH:12][C:11]([C:9]([O:8][CH3:7])=[O:10])=[CH:16][N:15]=2)=[O:18])[CH2:6][CH2:5][O:4][CH2:3][CH2:2]1. (10) Given the reactants [NH2:1][CH2:2][CH2:3][CH2:4][CH2:5][CH2:6][CH2:7][CH2:8][CH2:9][CH2:10][N:11]1[CH2:16][CH2:15][CH:14]([CH2:17][N:18]2[CH:22]=[N:21][C:20]([C@@:23]([CH:31]3[CH2:36][CH2:35][CH2:34][CH2:33][CH2:32]3)([C:25]3[CH:30]=[CH:29][CH:28]=[CH:27][CH:26]=3)[OH:24])=[N:19]2)[CH2:13][CH2:12]1.[CH2:37]([O:44][C:45]1[CH:46]=[CH:47][C:48]([C@@H:56]([O:59][Si:60]([C:63]([CH3:66])([CH3:65])[CH3:64])([CH3:62])[CH3:61])[CH2:57]Br)=[C:49]2[C:54]=1[NH:53][C:52](=[O:55])[CH:51]=[CH:50]2)[C:38]1[CH:43]=[CH:42][CH:41]=[CH:40][CH:39]=1.C(=O)([O-])O.[Na+], predict the reaction product. The product is: [NH3:1].[CH2:37]([O:44][C:45]1[CH:46]=[CH:47][C:48]([C@@H:56]([O:59][Si:60]([C:63]([CH3:64])([CH3:66])[CH3:65])([CH3:62])[CH3:61])[CH2:57][NH:1][CH2:2][CH2:3][CH2:4][CH2:5][CH2:6][CH2:7][CH2:8][CH2:9][CH2:10][N:11]2[CH2:12][CH2:13][CH:14]([CH2:17][N:18]3[CH:22]=[N:21][C:20]([C@:23]([CH:31]4[CH2:32][CH2:33][CH2:34][CH2:35][CH2:36]4)([OH:24])[C:25]4[CH:30]=[CH:29][CH:28]=[CH:27][CH:26]=4)=[N:19]3)[CH2:15][CH2:16]2)=[C:49]2[C:54]=1[NH:53][C:52](=[O:55])[CH:51]=[CH:50]2)[C:38]1[CH:39]=[CH:40][CH:41]=[CH:42][CH:43]=1.